This data is from Peptide-MHC class I binding affinity with 185,985 pairs from IEDB/IMGT. The task is: Regression. Given a peptide amino acid sequence and an MHC pseudo amino acid sequence, predict their binding affinity value. This is MHC class I binding data. The binding affinity (normalized) is 0.936. The MHC is HLA-C07:02 with pseudo-sequence HLA-C07:02. The peptide sequence is FRAPNTREL.